This data is from Forward reaction prediction with 1.9M reactions from USPTO patents (1976-2016). The task is: Predict the product of the given reaction. (1) The product is: [Br:1][C:2]1[CH:8]=[CH:7][C:5]([NH:6][C:9](=[O:16])[C:10]2[CH:15]=[CH:14][CH:13]=[CH:12][CH:11]=2)=[CH:4][CH:3]=1. Given the reactants [Br:1][C:2]1[CH:8]=[CH:7][C:5]([NH2:6])=[CH:4][CH:3]=1.[C:9](Cl)(=[O:16])[C:10]1[CH:15]=[CH:14][CH:13]=[CH:12][CH:11]=1, predict the reaction product. (2) Given the reactants [CH2:1]=O.Cl.[N+:4]([C:7]1[CH:8]=[N:9][N:10]([CH:12]2[CH2:16][CH2:15][NH:14][CH2:13]2)[CH:11]=1)([O-:6])=[O:5], predict the reaction product. The product is: [CH3:1][N:14]1[CH2:15][CH2:16][CH:12]([N:10]2[CH:11]=[C:7]([N+:4]([O-:6])=[O:5])[CH:8]=[N:9]2)[CH2:13]1. (3) Given the reactants Cl[C:2]1[N:3]([CH2:25][CH:26]2[CH2:28][CH2:27]2)[C:4]2[C:9]([N:10]=1)=[C:8]([N:11]1[CH2:16][CH2:15][O:14][CH2:13][CH2:12]1)[N:7]=[C:6]([C:17]1[C:18]([CH3:24])=[N:19][C:20]([NH2:23])=[N:21][CH:22]=1)[N:5]=2.[NH:29]1[CH2:34][CH2:33][NH:32][CH2:31][CH2:30]1.C(N(CC)CC)C.[S:42](Cl)([CH3:45])(=[O:44])=[O:43], predict the reaction product. The product is: [CH:26]1([CH2:25][N:3]2[C:2]([N:29]3[CH2:34][CH2:33][N:32]([S:42]([CH3:45])(=[O:44])=[O:43])[CH2:31][CH2:30]3)=[N:10][C:9]3[C:4]2=[N:5][C:6]([C:17]2[C:18]([CH3:24])=[N:19][C:20]([NH2:23])=[N:21][CH:22]=2)=[N:7][C:8]=3[N:11]2[CH2:16][CH2:15][O:14][CH2:13][CH2:12]2)[CH2:28][CH2:27]1. (4) Given the reactants [Cl:1][C:2]1[N:7]=[C:6](Cl)[C:5]([C:9]([O:11][CH3:12])=[O:10])=[CH:4][N:3]=1.CCN(C(C)C)C(C)C.[NH2:22][C@@H:23]1[CH2:28][CH2:27][CH2:26][C@H:25]([OH:29])[CH2:24]1, predict the reaction product. The product is: [Cl:1][C:2]1[N:7]=[C:6]([NH:22][C@@H:23]2[CH2:28][CH2:27][CH2:26][C@H:25]([OH:29])[CH2:24]2)[C:5]([C:9]([O:11][CH3:12])=[O:10])=[CH:4][N:3]=1. (5) Given the reactants [F:1][C:2]1[CH:3]=[C:4]([CH:6]=[C:7]([F:10])[C:8]=1[F:9])[NH2:5].CCN(C(C)C)C(C)C.Cl[C:21](Cl)([O:23]C(=O)OC(Cl)(Cl)Cl)Cl.[CH3:32][C@H:33]1[CH2:38][N:37]2[N:39]=[CH:40][C:41]([N:42]3[C:56](=[O:57])[CH2:55][C:44]4([CH2:47][N:46]([C:48]([O:50][C:51]([CH3:54])([CH3:53])[CH3:52])=[O:49])[CH2:45]4)[CH2:43]3)=[C:36]2[CH2:35][NH:34]1, predict the reaction product. The product is: [CH3:32][C@H:33]1[CH2:38][N:37]2[N:39]=[CH:40][C:41]([N:42]3[C:56](=[O:57])[CH2:55][C:44]4([CH2:45][N:46]([C:48]([O:50][C:51]([CH3:52])([CH3:53])[CH3:54])=[O:49])[CH2:47]4)[CH2:43]3)=[C:36]2[CH2:35][N:34]1[C:21](=[O:23])[NH:5][C:4]1[CH:3]=[C:2]([F:1])[C:8]([F:9])=[C:7]([F:10])[CH:6]=1. (6) Given the reactants [OH-].[Na+:2].[Cl:3][C:4]1[C:5]([C:29]2[N:33]3[CH:34]=[CH:35][CH:36]=[C:37]([F:38])[C:32]3=[N:31][CH:30]=2)=[N:6][C:7]([NH:10][C:11]2[CH:16]=[CH:15][C:14]([N:17]([CH3:26])[CH2:18][C:19]([O:21]C(C)(C)C)=[O:20])=[CH:13][C:12]=2[O:27][CH3:28])=[N:8][CH:9]=1, predict the reaction product. The product is: [Cl:3][C:4]1[C:5]([C:29]2[N:33]3[CH:34]=[CH:35][CH:36]=[C:37]([F:38])[C:32]3=[N:31][CH:30]=2)=[N:6][C:7]([NH:10][C:11]2[CH:16]=[CH:15][C:14]([N:17]([CH3:26])[CH2:18][C:19]([O-:21])=[O:20])=[CH:13][C:12]=2[O:27][CH3:28])=[N:8][CH:9]=1.[Na+:2]. (7) Given the reactants C([O:3][C:4](=[O:19])[CH2:5][CH2:6][NH:7][C:8](=[O:18])[CH2:9][CH2:10][CH2:11][C:12]1[CH:17]=[CH:16][CH:15]=[CH:14][CH:13]=1)C.[OH-].[Na+], predict the reaction product. The product is: [C:12]1([CH2:11][CH2:10][CH2:9][C:8]([NH:7][CH2:6][CH2:5][C:4]([OH:19])=[O:3])=[O:18])[CH:13]=[CH:14][CH:15]=[CH:16][CH:17]=1.